Dataset: Catalyst prediction with 721,799 reactions and 888 catalyst types from USPTO. Task: Predict which catalyst facilitates the given reaction. (1) Reactant: [NH2:1][C:2]1[CH:3]=[C:4]([CH:10]=[CH:11][C:12]=1[NH:13][CH:14]1[CH2:19][CH2:18][CH2:17][CH2:16][CH2:15]1)[C:5]([O:7][CH2:8][CH3:9])=[O:6].[CH:20](=O)[C:21]1[CH:26]=[CH:25][CH:24]=[CH:23][CH:22]=1.[BH-](OC(C)=O)(OC(C)=O)OC(C)=O.[Na+]. Product: [CH2:20]([NH:1][C:2]1[CH:3]=[C:4]([CH:10]=[CH:11][C:12]=1[NH:13][CH:14]1[CH2:19][CH2:18][CH2:17][CH2:16][CH2:15]1)[C:5]([O:7][CH2:8][CH3:9])=[O:6])[C:21]1[CH:26]=[CH:25][CH:24]=[CH:23][CH:22]=1. The catalyst class is: 26. (2) Reactant: [OH:1][C:2]1[CH:21]=[CH:20][C:5]2[CH:6]=[C:7](/[CH:9]=[CH:10]/[C:11]3[CH:16]=[CH:15][C:14]([N:17]([CH3:19])[CH3:18])=[CH:13][CH:12]=3)[O:8][C:4]=2[CH:3]=1.C1(P([C:35]2[CH:40]=CC=CC=2)C2C=CC=CC=2)C=CC=CC=1.[CH3:41][CH:42]([O:44][C:45](/[N:47]=[N:47]/[C:45]([O:44][CH:42](C)[CH3:41])=O)=O)C. Product: [O:44]1[CH2:42][CH2:41][N:47]([CH2:40][CH2:35][O:1][C:2]2[CH:21]=[CH:20][C:5]3[CH:6]=[C:7](/[CH:9]=[CH:10]/[C:11]4[CH:16]=[CH:15][C:14]([N:17]([CH3:19])[CH3:18])=[CH:13][CH:12]=4)[O:8][C:4]=3[CH:3]=2)[CH2:45]1. The catalyst class is: 1. (3) Reactant: [CH2:1]([O:3][CH2:4][C:5]1[CH:6]=[CH:7][C:8]([CH3:12])=[C:9]([NH2:11])[CH:10]=1)[CH3:2].C(N(CC)CC)C.[C:20](Cl)([CH3:22])=[O:21]. Product: [CH2:1]([O:3][CH2:4][C:5]1[CH:6]=[CH:7][C:8]([CH3:12])=[C:9]([NH:11][C:20](=[O:21])[CH3:22])[CH:10]=1)[CH3:2]. The catalyst class is: 2. (4) Reactant: [CH2:1]([N:8]1[CH2:13][CH2:12][CH:11]([NH:14][CH:15]([CH3:17])[CH3:16])[CH2:10][CH2:9]1)[C:2]1[CH:7]=[CH:6][CH:5]=[CH:4][CH:3]=1.[C:18](O[C:18]([O:20][C:21]([CH3:24])([CH3:23])[CH3:22])=[O:19])([O:20][C:21]([CH3:24])([CH3:23])[CH3:22])=[O:19]. Product: [CH2:1]([N:8]1[CH2:13][CH2:12][CH:11]([N:14]([C:18]([O:20][C:21]([CH3:24])([CH3:23])[CH3:22])=[O:19])[CH:15]([CH3:17])[CH3:16])[CH2:10][CH2:9]1)[C:2]1[CH:3]=[CH:4][CH:5]=[CH:6][CH:7]=1. The catalyst class is: 4. (5) Reactant: [C:1]([O:5][C:6]([N:8]1[CH2:13][CH2:12][CH:11]([O:14][C:15]2[CH:20]=[C:19]([CH3:21])[C:18](Cl)=[CH:17][C:16]=2[N+:23]([O-:25])=[O:24])[CH2:10][CH2:9]1)=[O:7])([CH3:4])([CH3:3])[CH3:2].[CH3:26][N:27]1[CH:31]=[C:30](B2OC(C)(C)C(C)(C)O2)[CH:29]=[N:28]1.O.[O-]P([O-])([O-])=O.[K+].[K+].[K+]. Product: [C:1]([O:5][C:6]([N:8]1[CH2:13][CH2:12][CH:11]([O:14][C:15]2[CH:20]=[C:19]([CH3:21])[C:18]([C:30]3[CH:29]=[N:28][N:27]([CH3:26])[CH:31]=3)=[CH:17][C:16]=2[N+:23]([O-:25])=[O:24])[CH2:10][CH2:9]1)=[O:7])([CH3:4])([CH3:3])[CH3:2]. The catalyst class is: 333. (6) Reactant: Cl.[N:2]1[N:3]=[CH:4][N:5]2[CH:10]=[CH:9][N:8]=[C:7]([N:11]3[CH2:15][CH2:14][C@H:13]([NH2:16])[CH2:12]3)[C:6]=12.[F:17][C:18]1[CH:23]=[CH:22][C:21]([N:24]2[CH:28]=[CH:27][C:26]([C:29](O)=[O:30])=[N:25]2)=[CH:20][CH:19]=1.C(N(CC)C(C)C)C.CN(C(ON1N=NC2C=CC=NC1=2)=[N+](C)C)C.F[P-](F)(F)(F)(F)F. Product: [N:2]1[N:3]=[CH:4][N:5]2[CH:10]=[CH:9][N:8]=[C:7]([N:11]3[CH2:15][CH2:14][C@H:13]([NH:16][C:29]([C:26]4[CH:27]=[CH:28][N:24]([C:21]5[CH:22]=[CH:23][C:18]([F:17])=[CH:19][CH:20]=5)[N:25]=4)=[O:30])[CH2:12]3)[C:6]=12. The catalyst class is: 39. (7) Reactant: [F:1][C:2]1[CH:7]=[CH:6][C:5]([C:8]2[C:17]3[C:12](=[CH:13][C:14]([NH:18]C(=O)OC(C)(C)C)=[CH:15][CH:16]=3)[O:11][C:10]([CH3:27])([CH3:26])[CH:9]=2)=[CH:4][CH:3]=1.C(=O)(O)[O-].[Na+]. Product: [F:1][C:2]1[CH:7]=[CH:6][C:5]([C:8]2[C:17]3[C:12](=[CH:13][C:14]([NH2:18])=[CH:15][CH:16]=3)[O:11][C:10]([CH3:27])([CH3:26])[CH:9]=2)=[CH:4][CH:3]=1. The catalyst class is: 89. (8) Reactant: C([O:3][C:4]([C:6]1[CH:7]=[C:8]2[C:13](=[CH:14][CH:15]=1)[NH:12][CH:11]([C:16]1[CH:21]=[CH:20][CH:19]=[C:18]([N:22]3[CH2:27][CH:26]([CH3:28])[O:25][CH:24]([CH3:29])[CH2:23]3)[CH:17]=1)[C:10]([CH3:31])([CH3:30])[CH2:9]2)=[O:5])C.[OH-].[Na+].Cl. Product: [CH3:28][CH:26]1[O:25][CH:24]([CH3:29])[CH2:23][N:22]([C:18]2[CH:17]=[C:16]([CH:11]3[C:10]([CH3:30])([CH3:31])[CH2:9][C:8]4[C:13](=[CH:14][CH:15]=[C:6]([C:4]([OH:5])=[O:3])[CH:7]=4)[NH:12]3)[CH:21]=[CH:20][CH:19]=2)[CH2:27]1. The catalyst class is: 364. (9) Reactant: [CH2:1]([O:8][C:9]1[CH:42]=[CH:41][C:40]([C:43]([F:46])([F:45])[F:44])=[CH:39][C:10]=1[CH2:11][N:12]([CH2:24][C:25]1[CH:30]=[C:29]([C:31]([F:34])([F:33])[F:32])[CH:28]=[C:27]([C:35]([F:38])([F:37])[F:36])[CH:26]=1)[C:13]1[N:18]=[CH:17][C:16]([O:19][CH2:20][CH2:21]SC)=[CH:15][N:14]=1)[C:2]1[CH:7]=[CH:6][CH:5]=[CH:4][CH:3]=1.Cl[C:48]1C=CC=C(C(OO)=O)C=1.[S:58]([O-:62])([O-])(=[O:60])=S.[Na+].[Na+]. Product: [CH2:1]([O:8][C:9]1[CH:42]=[CH:41][C:40]([C:43]([F:44])([F:45])[F:46])=[CH:39][C:10]=1[CH2:11][N:12]([CH2:24][C:25]1[CH:30]=[C:29]([C:31]([F:34])([F:33])[F:32])[CH:28]=[C:27]([C:35]([F:36])([F:37])[F:38])[CH:26]=1)[C:13]1[N:14]=[CH:15][C:16]([O:19][CH2:20][CH2:21][S:58]([CH3:48])(=[O:62])=[O:60])=[CH:17][N:18]=1)[C:2]1[CH:7]=[CH:6][CH:5]=[CH:4][CH:3]=1. The catalyst class is: 22.